From a dataset of Catalyst prediction with 721,799 reactions and 888 catalyst types from USPTO. Predict which catalyst facilitates the given reaction. (1) Reactant: [C:1](=[O:8])([O:3][C:4]([CH3:7])([CH3:6])[CH3:5])[NH2:2].[Li]CCCC.[C:14](Cl)(=[O:18])[CH:15]=[CH:16][CH3:17].[Li]CCCC.C(Cl)(=O)C=CC.C([O-])(O)=O.[Na+]. Product: [C:14]([NH:2][C:1](=[O:8])[O:3][C:4]([CH3:7])([CH3:6])[CH3:5])(=[O:18])/[CH:15]=[CH:16]/[CH3:17]. The catalyst class is: 1. (2) Product: [CH3:28][N:29]1[CH2:30][CH2:31][N:32]([C:35]2[CH:40]=[CH:39][C:38]([NH:41][CH:2]=[C:3]3[C:11]4[C:6](=[CH:7][C:8]([CH2:12][C:13]5[CH:14]=[C:15]([NH:19][C:20]([C:22]6[S:23][CH:24]=[CH:25][CH:26]=6)=[O:21])[CH:16]=[CH:17][CH:18]=5)=[CH:9][CH:10]=4)[NH:5][C:4]3=[O:27])=[CH:37][CH:36]=2)[CH2:33][CH2:34]1. Reactant: O[CH:2]=[C:3]1[C:11]2[C:6](=[CH:7][C:8]([CH2:12][C:13]3[CH:14]=[C:15]([NH:19][C:20]([C:22]4[S:23][CH:24]=[CH:25][CH:26]=4)=[O:21])[CH:16]=[CH:17][CH:18]=3)=[CH:9][CH:10]=2)[NH:5][C:4]1=[O:27].[CH3:28][N:29]1[CH2:34][CH2:33][N:32]([C:35]2[CH:40]=[CH:39][C:38]([NH2:41])=[CH:37][CH:36]=2)[CH2:31][CH2:30]1. The catalyst class is: 1.